The task is: Predict the product of the given reaction.. This data is from Forward reaction prediction with 1.9M reactions from USPTO patents (1976-2016). The product is: [Br:21][C:18]1[CH:19]=[C:20]2[C:15](=[CH:16][CH:17]=1)[N:14]=[CH:13][N:12]=[C:11]2[C:7]1[CH:6]=[C:5]([CH:10]=[CH:9][CH:8]=1)[C:4]([OH:22])=[O:3]. Given the reactants C([O:3][C:4](=[O:22])[C:5]1[CH:10]=[CH:9][CH:8]=[C:7]([C:11]2[C:20]3[C:15](=[CH:16][CH:17]=[C:18]([Br:21])[CH:19]=3)[N:14]=[CH:13][N:12]=2)[CH:6]=1)C.O[Li].O, predict the reaction product.